This data is from Experimentally validated miRNA-target interactions with 360,000+ pairs, plus equal number of negative samples. The task is: Binary Classification. Given a miRNA mature sequence and a target amino acid sequence, predict their likelihood of interaction. (1) The miRNA is hsa-miR-4717-5p with sequence UAGGCCACAGCCACCCAUGUGU. The protein sequence of the target gene is MAPARLFALLLFFVGGVAESIRETEVIDPQDLLEGRYFSGALPDDEDVVGPGQESDDFELSGSGDLDDLEDSMIGPEVVHPLVPLDNHIPERAGSGSQVPTEPKKLEENEVIPKRISPVEESEDVSNKVSMSSTVQGSNIFERTEVLAALIVGGIVGILFAVFLILLLMYRMKKKDEGSYDLGKKPIYKKAPTNEFYA. Result: 1 (interaction). (2) The miRNA is mmu-miR-139-5p with sequence UCUACAGUGCACGUGUCUCCAG. The protein sequence of the target gene is MAEGGEREELLSPPPISPAKRLCSWPSPQAHHPRGTPGAAGGGAGGGGGGCLAPGARPHLQPESLLDCAAKTVAEKWAYERVEERFERIPEPVQRRIVYWSFPRNEREICMYSSFQYRGGPGAGAAAGAAGASPVEEGPPPPPGAAAPAGSAPGAAGAGSSPGLGAGTGTASGGCGGGEGLPFRRGIRLLDSGSVENVLQVGFHLSGTVTEPAMASEPAVTYKVAISFDRCKITSVSCGCGNKDIFYCAHVVALSLYRIRKPDQVKLRLPISETLFQMNRDQLQKFIQYLITAHHTEVLP.... Result: 0 (no interaction). (3) Result: 1 (interaction). The protein sequence of the target gene is MNSTEFTEDVEEVLKSITVKVETEAEDAALDCSVNSRTSEKHSVDSVLTALQDSSKRKQLVSDGLLDSVPGVKRRRLIPEALLAGMRNRENSSPCQGNGEQAGRGRSLGNVWPGEEEPCNDATTPSYKKPLYGISHKIMEKKNPPSGDLLNVYELFEKANASNSPSSLRLLNEPQKRDCGSTGAGTDNDPNIYFLIQKMFYMLNTLTSNMSQLHSKVDLLSLEVSRIKKQVSPTEMVAKFQPPPEYQLTAAELKQIVDQSLSGGDLACRLLVQLFPELFSDVDFSRGCSACGFAAKRKLE.... The miRNA is hsa-miR-186-5p with sequence CAAAGAAUUCUCCUUUUGGGCU.